This data is from NCI-60 drug combinations with 297,098 pairs across 59 cell lines. The task is: Regression. Given two drug SMILES strings and cell line genomic features, predict the synergy score measuring deviation from expected non-interaction effect. (1) Drug 1: CC(C1=C(C=CC(=C1Cl)F)Cl)OC2=C(N=CC(=C2)C3=CN(N=C3)C4CCNCC4)N. Drug 2: CCC1(CC2CC(C3=C(CCN(C2)C1)C4=CC=CC=C4N3)(C5=C(C=C6C(=C5)C78CCN9C7C(C=CC9)(C(C(C8N6C)(C(=O)OC)O)OC(=O)C)CC)OC)C(=O)OC)O.OS(=O)(=O)O. Cell line: U251. Synergy scores: CSS=57.6, Synergy_ZIP=2.12, Synergy_Bliss=4.89, Synergy_Loewe=-12.1, Synergy_HSA=4.76. (2) Drug 1: C1CC(=O)NC(=O)C1N2CC3=C(C2=O)C=CC=C3N. Drug 2: CCC1(CC2CC(C3=C(CCN(C2)C1)C4=CC=CC=C4N3)(C5=C(C=C6C(=C5)C78CCN9C7C(C=CC9)(C(C(C8N6C)(C(=O)OC)O)OC(=O)C)CC)OC)C(=O)OC)O.OS(=O)(=O)O. Cell line: SNB-75. Synergy scores: CSS=29.5, Synergy_ZIP=-10.5, Synergy_Bliss=-6.57, Synergy_Loewe=-35.0, Synergy_HSA=-4.24. (3) Cell line: HL-60(TB). Drug 2: CC12CCC3C(C1CCC2OP(=O)(O)O)CCC4=C3C=CC(=C4)OC(=O)N(CCCl)CCCl.[Na+]. Drug 1: CC1=CC2C(CCC3(C2CCC3(C(=O)C)OC(=O)C)C)C4(C1=CC(=O)CC4)C. Synergy scores: CSS=0.980, Synergy_ZIP=-1.68, Synergy_Bliss=-2.76, Synergy_Loewe=-6.27, Synergy_HSA=-5.37. (4) Drug 1: CC12CCC3C(C1CCC2OP(=O)(O)O)CCC4=C3C=CC(=C4)OC(=O)N(CCCl)CCCl.[Na+]. Drug 2: N.N.Cl[Pt+2]Cl. Cell line: SF-295. Synergy scores: CSS=44.8, Synergy_ZIP=-4.06, Synergy_Bliss=-3.40, Synergy_Loewe=-25.2, Synergy_HSA=-1.83. (5) Drug 1: C(CC(=O)O)C(=O)CN.Cl. Drug 2: CC1C(C(CC(O1)OC2CC(CC3=C2C(=C4C(=C3O)C(=O)C5=CC=CC=C5C4=O)O)(C(=O)C)O)N)O. Cell line: OVCAR-8. Synergy scores: CSS=36.0, Synergy_ZIP=1.51, Synergy_Bliss=1.84, Synergy_Loewe=-54.4, Synergy_HSA=0.515. (6) Drug 1: CCC1=CC2CC(C3=C(CN(C2)C1)C4=CC=CC=C4N3)(C5=C(C=C6C(=C5)C78CCN9C7C(C=CC9)(C(C(C8N6C)(C(=O)OC)O)OC(=O)C)CC)OC)C(=O)OC.C(C(C(=O)O)O)(C(=O)O)O. Drug 2: C(CN)CNCCSP(=O)(O)O. Cell line: OVCAR-8. Synergy scores: CSS=43.6, Synergy_ZIP=-0.353, Synergy_Bliss=-0.129, Synergy_Loewe=-45.7, Synergy_HSA=0.353.